Dataset: Full USPTO retrosynthesis dataset with 1.9M reactions from patents (1976-2016). Task: Predict the reactants needed to synthesize the given product. (1) Given the product [Cl-:41].[CH2:27]([O:26][C:24]([NH:23][C@H:10]([C:11]([O:13][CH2:14][C:15](=[O:22])[C:16]1[CH:17]=[CH:18][CH:19]=[CH:20][CH:21]=1)=[O:12])[CH2:9][O:8][C:6]([C@@H:2]1[CH2:3][CH2:4][CH2:5][NH2+:1]1)=[O:7])=[O:25])[C:28]1[CH:33]=[CH:32][CH:31]=[CH:30][CH:29]=1, predict the reactants needed to synthesize it. The reactants are: [N:1]1(C(OC(C)(C)C)=O)[CH2:5][CH2:4][CH2:3][C@H:2]1[C:6]([O:8][CH2:9][C@H:10]([NH:23][C:24]([O:26][CH2:27][C:28]1[CH:33]=[CH:32][CH:31]=[CH:30][CH:29]=1)=[O:25])[C:11]([O:13][CH2:14][C:15](=[O:22])[C:16]1[CH:21]=[CH:20][CH:19]=[CH:18][CH:17]=1)=[O:12])=[O:7].[ClH:41]. (2) Given the product [Br:1][C:2]1[C:10]2[C:5](=[N:6][CH:7]=[C:8]([F:11])[CH:9]=2)[N:4]([C:25]([C:20]2[CH:21]=[CH:22][CH:23]=[CH:24][CH:19]=2)([C:32]2[CH:33]=[CH:34][CH:35]=[CH:36][CH:37]=2)[C:26]2[CH:27]=[CH:28][CH:29]=[CH:30][CH:31]=2)[N:3]=1, predict the reactants needed to synthesize it. The reactants are: [Br:1][C:2]1[C:10]2[C:5](=[N:6][CH:7]=[C:8]([F:11])[CH:9]=2)[NH:4][N:3]=1.C([O-])([O-])=O.[K+].[K+].Cl[C:19]1[CH:24]=[CH:23][CH:22]=[CH:21][C:20]=1[CH:25]([C:32]1[CH:37]=[CH:36][CH:35]=[CH:34][CH:33]=1)[C:26]1[CH:31]=[CH:30][CH:29]=[CH:28][CH:27]=1.